From a dataset of Catalyst prediction with 721,799 reactions and 888 catalyst types from USPTO. Predict which catalyst facilitates the given reaction. (1) Reactant: [NH2:1][C:2]12[CH2:9][CH2:8][C:5]([CH2:10][CH2:11][C:12]3[CH:13]=[CH:14][N:15]=[C:16]4[C:21]=3[N:20]=[C:19]([N:22]([CH3:24])[CH3:23])[C:18]([F:25])=[CH:17]4)([CH2:6][CH2:7]1)[O:4][CH2:3]2.[C:26]([OH:29])(=O)[CH3:27].C(O[BH-](O[C:40](=O)[CH3:41])OC(=O)C)(=O)C.[Na+].[C:44](=[O:47])([O-])O.[Na+]. Product: [CH3:24][N:22]([CH3:23])[C:19]1[N:20]=[C:21]2[C:16](=[CH:17][C:18]=1[F:25])[N:15]=[CH:14][CH:13]=[C:12]2[CH2:11][CH2:10][C:5]12[CH2:8][CH2:9][C:2]([NH:1][CH2:12][C:21]3[CH:40]=[CH:41][C:44]4[O:47][CH2:27][C:26](=[O:29])[NH:22][C:19]=4[N:20]=3)([CH2:7][CH2:6]1)[CH2:3][O:4]2. The catalyst class is: 145. (2) Reactant: [NH2:1][C:2]1[CH:3]=[CH:4][C:5]([O:8][C:9]2[CH:10]=[C:11]([NH:15][C:16]([C:18]3[N:22]([CH3:23])[N:21]=[C:20]([CH3:24])[CH:19]=3)=[O:17])[CH:12]=[CH:13][CH:14]=2)=[N:6][CH:7]=1.[S-:25][C:26]#[N:27].[K+].BrBr.O. Product: [NH2:27][C:26]1[S:25][C:7]2[C:2]([N:1]=1)=[CH:3][CH:4]=[C:5]([O:8][C:9]1[CH:10]=[C:11]([NH:15][C:16]([C:18]3[N:22]([CH3:23])[N:21]=[C:20]([CH3:24])[CH:19]=3)=[O:17])[CH:12]=[CH:13][CH:14]=1)[N:6]=2. The catalyst class is: 15. (3) Reactant: [Br:1][C:2]1[CH:10]=[C:9]([C:11]([F:14])([F:13])[F:12])[CH:8]=[C:7]2[C:3]=1[CH2:4][CH2:5][NH:6]2.[CH:15]1([C:18](Cl)=[O:19])[CH2:17][CH2:16]1.N1C=CC=CC=1.O. Product: [Br:1][C:2]1[CH:10]=[C:9]([C:11]([F:12])([F:13])[F:14])[CH:8]=[C:7]2[C:3]=1[CH2:4][CH2:5][N:6]2[C:18]([CH:15]1[CH2:17][CH2:16]1)=[O:19]. The catalyst class is: 1. (4) Reactant: [CH3:1][NH:2][C@H:3]([C:12]([NH:14][C@H:15]([C:20]([N:22]([C@@H:24]([CH:33]([CH3:35])[CH3:34])/[CH:25]=[C:26](\[CH3:32])/[C:27]([O:29]CC)=[O:28])[CH3:23])=[O:21])[C:16]([CH3:19])([CH3:18])[CH3:17])=[O:13])[C:4]([C:7]1[S:8][CH:9]=[CH:10][CH:11]=1)([CH3:6])[CH3:5].[OH-].[Li+]. Product: [CH3:1][NH:2][C@H:3]([C:12]([NH:14][C@H:15]([C:20]([N:22]([C@@H:24]([CH:33]([CH3:35])[CH3:34])/[CH:25]=[C:26](/[C:27]([OH:29])=[O:28])\[CH3:32])[CH3:23])=[O:21])[C:16]([CH3:19])([CH3:18])[CH3:17])=[O:13])[C:4]([C:7]1[S:8][CH:9]=[CH:10][CH:11]=1)([CH3:5])[CH3:6]. The catalyst class is: 72.